From a dataset of Catalyst prediction with 721,799 reactions and 888 catalyst types from USPTO. Predict which catalyst facilitates the given reaction. (1) Reactant: [CH2:1]([O:3][C:4]([N:6]1[C:15]2[C:10](=[N:11][C:12]([O:16][CH3:17])=[CH:13][CH:14]=2)[C@@H:9]([NH:18][C:19]2[N:24]=[C:23]([CH2:25][C:26]3[CH:31]=[C:30]([C:32]([F:35])([F:34])[F:33])[CH:29]=[C:28]([C:36]([F:39])([F:38])[F:37])[CH:27]=3)[C:22]([N:40]3[CH2:45][CH2:44][NH:43][CH2:42][CH2:41]3)=[CH:21][N:20]=2)[CH2:8][C@H:7]1[CH2:46][CH3:47])=[O:5])[CH3:2].I[CH2:49][CH2:50][OH:51].C(=O)([O-])[O-].[K+].[K+]. Product: [CH2:1]([O:3][C:4]([N:6]1[C:15]2[C:10](=[N:11][C:12]([O:16][CH3:17])=[CH:13][CH:14]=2)[CH:9]([NH:18][C:19]2[N:24]=[C:23]([CH2:25][C:26]3[CH:27]=[C:28]([C:36]([F:39])([F:37])[F:38])[CH:29]=[C:30]([C:32]([F:33])([F:35])[F:34])[CH:31]=3)[C:22]([N:40]3[CH2:45][CH2:44][N:43]([CH2:49][CH2:50][OH:51])[CH2:42][CH2:41]3)=[CH:21][N:20]=2)[CH2:8][CH:7]1[CH2:46][CH3:47])=[O:5])[CH3:2]. The catalyst class is: 9. (2) Product: [Cl:1][C:2]1[CH:3]=[C:4]([C@H:8]([N:10]2[C:17](=[O:27])[CH2:16][O:15][C:11]2=[O:14])[CH3:9])[CH:5]=[CH:6][CH:7]=1. The catalyst class is: 170. Reactant: [Cl:1][C:2]1[CH:3]=[C:4]([C@H:8]([NH2:10])[CH3:9])[CH:5]=[CH:6][CH:7]=1.[C:11]([O:15][CH2:16][CH3:17])(=[O:14])CO.C[O-].[Na+].C1N=CN(C(N2C=NC=C2)=[O:27])C=1. (3) Reactant: [NH:1]1[CH2:6][CH2:5][NH:4][CH2:3][CH2:2]1.F[C:8]1[CH:13]=[CH:12][C:11]([N+:14]([O-:16])=[O:15])=[CH:10][C:9]=1[F:17]. Product: [F:17][C:9]1[CH:10]=[C:11]([N+:14]([O-:16])=[O:15])[CH:12]=[CH:13][C:8]=1[N:1]1[CH2:6][CH2:5][NH:4][CH2:3][CH2:2]1. The catalyst class is: 197. (4) Reactant: [C:1]1([N:7]2[C:19]3[CH:18]=[CH:17][CH:16]=[CH:15][C:14]=3[C:13]3[C:8]2=[CH:9][CH:10]=[CH:11][CH:12]=3)[CH:6]=[CH:5][CH:4]=[CH:3][CH:2]=1.[I:20]N1C(=O)CCC1=O. Product: [I:20][C:16]1[CH:17]=[CH:18][C:19]2[N:7]([C:1]3[CH:2]=[CH:3][CH:4]=[CH:5][CH:6]=3)[C:8]3[C:13]([C:14]=2[CH:15]=1)=[CH:12][CH:11]=[CH:10][CH:9]=3. The catalyst class is: 15. (5) Reactant: [C:1]([O:5][C:6]([N:8]1[CH2:13][CH2:12][N:11]([CH2:14][C:15]2[C:20]([Cl:21])=[CH:19][C:18]([C:22]([OH:24])=O)=[C:17]([NH2:25])[C:16]=2[Cl:26])[CH2:10][CH2:9]1)=[O:7])([CH3:4])([CH3:3])[CH3:2].NC1C(Cl)=C(C=O)C(C(F)(F)F)=CC=1C([NH:32][CH2:33][C:34]1[CH:39]=[C:38]([Cl:40])[CH:37]=[CH:36][C:35]=1[S:41]([CH2:44][CH3:45])(=[O:43])=[O:42])=O. Product: [C:1]([O:5][C:6]([N:8]1[CH2:9][CH2:10][N:11]([CH2:14][C:15]2[C:20]([Cl:21])=[CH:19][C:18]([C:22](=[O:24])[NH:32][CH2:33][C:34]3[CH:39]=[C:38]([Cl:40])[CH:37]=[CH:36][C:35]=3[S:41]([CH2:44][CH3:45])(=[O:43])=[O:42])=[C:17]([NH2:25])[C:16]=2[Cl:26])[CH2:12][CH2:13]1)=[O:7])([CH3:4])([CH3:3])[CH3:2]. The catalyst class is: 3. (6) Reactant: [CH:1]1([O:6][CH:7]([C:11]2[CH:16]=[CH:15][C:14]([Cl:17])=[C:13]([Cl:18])[CH:12]=2)[C:8]([NH2:10])=[O:9])[CH2:5][CH2:4][CH2:3][CH2:2]1.[CH3:19][N:20]=[C:21]=[O:22]. Product: [CH:1]1([O:6][CH:7]([C:11]2[CH:16]=[CH:15][C:14]([Cl:17])=[C:13]([Cl:18])[CH:12]=2)[C:8]([NH:10][C:21]([NH:20][CH3:19])=[O:22])=[O:9])[CH2:5][CH2:4][CH2:3][CH2:2]1. The catalyst class is: 11. (7) Reactant: Br[C:2]1[CH:3]=[CH:4][C:5]([CH3:8])=[N:6][CH:7]=1.[B:9]1([B:9]2[O:13][C:12]([CH3:15])([CH3:14])[C:11]([CH3:17])([CH3:16])[O:10]2)[O:13][C:12]([CH3:15])([CH3:14])[C:11]([CH3:17])([CH3:16])[O:10]1.CC([O-])=O.[K+].CCOC(C)=O. Product: [CH3:8][C:5]1[CH:4]=[CH:3][C:2]([B:9]2[O:13][C:12]([CH3:15])([CH3:14])[C:11]([CH3:17])([CH3:16])[O:10]2)=[CH:7][N:6]=1. The catalyst class is: 368.